From a dataset of Full USPTO retrosynthesis dataset with 1.9M reactions from patents (1976-2016). Predict the reactants needed to synthesize the given product. (1) Given the product [OH:19][CH2:18][C:15]1[CH:16]=[CH:17][C:12]([CH2:11][N:9]2[CH:10]=[C:6]([C:4]([OH:5])=[O:3])[N:7]=[N:8]2)=[CH:13][CH:14]=1, predict the reactants needed to synthesize it. The reactants are: C([O:3][C:4]([C:6]1[N:7]=[N:8][N:9]([CH2:11][C:12]2[CH:17]=[CH:16][C:15]([CH2:18][OH:19])=[CH:14][CH:13]=2)[CH:10]=1)=[O:5])C.O.[OH-].[Li+]. (2) Given the product [Cl:7][C:8]1[CH:18]=[CH:17][CH:16]=[C:15]([Si:19]([CH3:21])([CH3:20])[CH3:22])[C:9]=1[C:10]([N:12]([CH2:13][CH3:14])[CH2:23][O:24][CH3:25])=[O:11], predict the reactants needed to synthesize it. The reactants are: C([Mg]Cl)(C)(C)C.[Cl:7][C:8]1[CH:18]=[CH:17][CH:16]=[C:15]([Si:19]([CH3:22])([CH3:21])[CH3:20])[C:9]=1[C:10]([NH:12][CH2:13][CH3:14])=[O:11].[CH3:23][O:24][CH2:25]Cl. (3) Given the product [Cl:33][C:31]1[N:30]=[CH:29][N:28]([C:25]2[CH:26]=[CH:27][C:22]([NH:21][C:6]3[N:7]=[C:8]4[CH:9]([C:13]5[CH:18]=[CH:17][C:16]([Cl:19])=[CH:15][C:14]=5[Cl:20])[CH2:10][CH:3]=[CH:2][CH2:1][N:4]4[N:5]=3)=[CH:23][C:24]=2[O:34][CH3:35])[CH:32]=1, predict the reactants needed to synthesize it. The reactants are: [CH2:1]([N:4]1[C:8]([CH:9]([C:13]2[CH:18]=[CH:17][C:16]([Cl:19])=[CH:15][C:14]=2[Cl:20])[CH2:10]C=C)=[N:7][C:6]([NH:21][C:22]2[CH:27]=[CH:26][C:25]([N:28]3[CH:32]=[C:31]([Cl:33])[N:30]=[CH:29]3)=[C:24]([O:34][CH3:35])[CH:23]=2)=[N:5]1)[CH:2]=[CH2:3]. (4) Given the product [C:24]([C:2]1[CH:11]=[CH:10][CH:9]=[C:8]2[C:3]=1[CH2:4][CH2:5][N:6]1[C:16](=[O:17])[CH2:15][NH:14][C:13](=[O:18])[CH:12]=[C:7]12)([CH3:30])([CH3:29])[CH3:25], predict the reactants needed to synthesize it. The reactants are: Br[C:2]1[CH:11]=[CH:10][CH:9]=[C:8]2[C:3]=1[CH2:4][CH2:5][N:6]1[C:16](=[O:17])[CH2:15][NH:14][C:13](=[O:18])[CH:12]=[C:7]12.F[B-](F)(F)F.[CH:24]1([C:30]2NC=C[N+]=2C2CCCCC2)[CH2:29]CCC[CH2:25]1.C([Mg]Cl)(C)(C)C. (5) Given the product [Br-:1].[Br:1][CH2:2][CH2:3][CH2:4][CH2:5][CH2:6][CH2:7][N+:10]([CH3:12])([CH3:11])[CH3:9], predict the reactants needed to synthesize it. The reactants are: [Br:1][CH2:2][CH2:3][CH2:4][CH2:5][CH2:6][CH2:7]Br.[CH3:9][N:10]([CH3:12])[CH3:11]. (6) Given the product [Cl:19][C:20]1[C:25]([CH2:26][NH:27][C:28]2[C:29]3[CH2:36][N:35]([CH2:10][C:7]4[CH:8]=[N:9][C:4]([CH:1]([CH3:2])[CH3:3])=[N:5][CH:6]=4)[CH2:34][C:30]=3[N:31]=[CH:32][N:33]=2)=[C:24]([F:37])[C:23]([O:38][CH3:39])=[CH:22][CH:21]=1.[Cl:19][C:20]1[C:25]([CH2:26][NH:27][C:28]2[C:29]3[C:30](=[CH:34][N:35]([CH2:10][C:7]4[CH:8]=[N:9][C:4]([CH:1]([CH3:2])[CH3:3])=[N:5][CH:6]=4)[CH:36]=3)[N:31]=[CH:32][N:33]=2)=[C:24]([F:37])[C:23]([O:38][CH3:39])=[CH:22][CH:21]=1, predict the reactants needed to synthesize it. The reactants are: [CH:1]([C:4]1[N:9]=[CH:8][C:7]([CH:10]=O)=[CH:6][N:5]=1)([CH3:3])[CH3:2].FC(F)(F)C([O-])=O.[Cl:19][C:20]1[C:25]([CH2:26][NH2+:27][C:28]2[C:29]3[CH2:36][NH2+:35][CH2:34][C:30]=3[N:31]=[CH:32][N:33]=2)=[C:24]([F:37])[C:23]([O:38][CH3:39])=[CH:22][CH:21]=1.FC(F)(F)C([O-])=O.[BH-](OC(C)=O)(OC(C)=O)OC(C)=O.[Na+].C(=O)(O)[O-].[Na+].